This data is from Full USPTO retrosynthesis dataset with 1.9M reactions from patents (1976-2016). The task is: Predict the reactants needed to synthesize the given product. (1) Given the product [I:1][C:2]1[CH:11]=[CH:10][CH:9]=[C:8]2[C:3]=1[CH2:4][CH2:5][NH:6]/[C:7]/2=[CH:12]\[C:21]([O:22][CH2:23][CH3:24])=[O:25], predict the reactants needed to synthesize it. The reactants are: [I:1][C:2]1[CH:11]=[CH:10][CH:9]=[C:8]2[C:3]=1[CH2:4][CH2:5][N:6]=[C:7]2[CH3:12].[Li+].CC([N-]C(C)C)C.[C:21](=O)([O:25]CC)[O:22][CH2:23][CH3:24]. (2) Given the product [ClH:14].[CH2:1]([N:5]1[CH:9]=[CH:8][N:7]=[C:6]1[CH2:10][Cl:14])[CH2:2][CH2:3][CH3:4], predict the reactants needed to synthesize it. The reactants are: [CH2:1]([N:5]1[CH:9]=[CH:8][N:7]=[C:6]1[CH2:10]O)[CH2:2][CH2:3][CH3:4].S(Cl)([Cl:14])=O.